Dataset: NCI-60 drug combinations with 297,098 pairs across 59 cell lines. Task: Regression. Given two drug SMILES strings and cell line genomic features, predict the synergy score measuring deviation from expected non-interaction effect. (1) Synergy scores: CSS=-5.22, Synergy_ZIP=18.2, Synergy_Bliss=11.0, Synergy_Loewe=-0.945, Synergy_HSA=-0.843. Drug 1: CC1=C2C(C(=O)C3(C(CC4C(C3C(C(C2(C)C)(CC1OC(=O)C(C(C5=CC=CC=C5)NC(=O)OC(C)(C)C)O)O)OC(=O)C6=CC=CC=C6)(CO4)OC(=O)C)O)C)O. Drug 2: CCN(CC)CCNC(=O)C1=C(NC(=C1C)C=C2C3=C(C=CC(=C3)F)NC2=O)C. Cell line: CCRF-CEM. (2) Drug 1: CCC1(CC2CC(C3=C(CCN(C2)C1)C4=CC=CC=C4N3)(C5=C(C=C6C(=C5)C78CCN9C7C(C=CC9)(C(C(C8N6C)(C(=O)OC)O)OC(=O)C)CC)OC)C(=O)OC)O.OS(=O)(=O)O. Drug 2: C#CCC(CC1=CN=C2C(=N1)C(=NC(=N2)N)N)C3=CC=C(C=C3)C(=O)NC(CCC(=O)O)C(=O)O. Cell line: RPMI-8226. Synergy scores: CSS=1.83, Synergy_ZIP=-1.69, Synergy_Bliss=-2.76, Synergy_Loewe=-4.14, Synergy_HSA=-3.27. (3) Drug 1: CCCS(=O)(=O)NC1=C(C(=C(C=C1)F)C(=O)C2=CNC3=C2C=C(C=N3)C4=CC=C(C=C4)Cl)F. Drug 2: COC1=CC(=CC(=C1O)OC)C2C3C(COC3=O)C(C4=CC5=C(C=C24)OCO5)OC6C(C(C7C(O6)COC(O7)C8=CC=CS8)O)O. Cell line: PC-3. Synergy scores: CSS=19.9, Synergy_ZIP=-3.23, Synergy_Bliss=2.06, Synergy_Loewe=-21.3, Synergy_HSA=0.798. (4) Drug 1: C1CCN(CC1)CCOC2=CC=C(C=C2)C(=O)C3=C(SC4=C3C=CC(=C4)O)C5=CC=C(C=C5)O. Drug 2: CC1C(C(CC(O1)OC2CC(CC3=C2C(=C4C(=C3O)C(=O)C5=C(C4=O)C(=CC=C5)OC)O)(C(=O)C)O)N)O.Cl. Cell line: K-562. Synergy scores: CSS=55.0, Synergy_ZIP=10.8, Synergy_Bliss=11.1, Synergy_Loewe=-20.0, Synergy_HSA=10.4.